Dataset: Experimentally validated miRNA-target interactions with 360,000+ pairs, plus equal number of negative samples. Task: Binary Classification. Given a miRNA mature sequence and a target amino acid sequence, predict their likelihood of interaction. (1) The miRNA is mmu-miR-129-5p with sequence CUUUUUGCGGUCUGGGCUUGC. The protein sequence of the target gene is MIWKRSAVLRFYSVCGLLLQGSQGQFPLTQNVTVVEGGTAILTCRVDQNDNTSLQWSNPAQQTLYFDDKKALRDNRIELVRASWHELSISVSDVSLSDEGQYTCSLFTMPVKTSKAYLTVLGVPEKPQISGFSSPVMEGDLMQLTCKTSGSKPAADIRWFKNDKEIKDVKYLKEEDANRKTFTVSSTLDFRVDRSDDGVAVICRVDHESLNATPQVAMQVLEIHYTPSVKIIPSTPFPQEGQALTLTCESKGKPLPEPVLWTKDGAELPDPDRMVVSGRELNILFLNKTDNGTYRCEATN.... Result: 1 (interaction). (2) The miRNA is mmu-miR-210-5p with sequence AGCCACUGCCCACCGCACACUG. The protein sequence of the target gene is MGVLKAWLGVALALAEFAVLPNCEGACLYQGSFLADATIWKPDSCQNCRCHGDIVICKPVVCKNPRCAFEKGEVLWIAPNQCCPQCAPRTPGSCHHEGKIHEHGTEWASAPCTVCSCTHGEVRCSHQQCTPLSCGPQELEFLAEGRCCPICVGTGKPCSYDGHVFQDGEDWQLSRCAKCVCRNGLTQCFAAQCQPLFCNQDEIVVRVPGKCCSQCSARSCSTAGQVYEHGEQWKEDACTLCMCDQGQVRCHKQVCPPLRCAKGQGRARHHGQCCEECATPDRSCSSGGVLRYQDEMWKGS.... Result: 0 (no interaction). (3) The miRNA is hsa-miR-221-5p with sequence ACCUGGCAUACAAUGUAGAUUU. The protein sequence of the target gene is MSEADQALVGPKADEPSPPAEEKDEGGGKEAAADAAPGPSASFRLMVTRREPAVKLQYAVSGLEPLSWSEDHRVSVSTARSVAVLELICDVHNPGQDLVIHRTSVPAPLNSCLLKVGSKTEVAECKEKFASSKDPTISQTFMLDRMFNPEGKALPPMRGFKYTSWSPMGCDANGRCLLAALTMDNRLTVQVNLNRLQWVQLVDLTEIYGDRLYETSYRLSKNEAPEGNLGDFAEFQRRHSMQTPVRMEWSSICTTQQVKHNNECRDVSSVLLAVLFENGNIAVWQFQLPFVGKESISSCN.... Result: 0 (no interaction). (4) The miRNA is hsa-miR-551b-3p with sequence GCGACCCAUACUUGGUUUCAG. The protein sequence of the target gene is MRLALLWALGLLGAGSPLPSWPLPNIGGTEEQQAESEKAPREPLEPQVLQDDLPISLKKVLQTSLPEPLRIKLELDGDSHILELLQNRELVPGRPTLVWYQPDGTRVVSEGHTLENCCYQGRVRGYAGSWVSICTCSGLRGLVVLTPERSYTLEQGPGDLQGPPIISRIQDLHLPGHTCALSWRESVHTQKPPEHPLGQRHIRRRRDVVTETKTVELVIVADHSEAQKYRDFQHLLNRTLEVALLLDTFFRPLNVRVALVGLEAWTQRDLVEISPNPAVTLENFLHWRRAHLLPRLPHDS.... Result: 0 (no interaction). (5) The miRNA is hsa-miR-548ag with sequence AAAGGUAAUUGUGGUUUCUGC. The protein sequence of the target gene is MDPVGLQLGNKNLWSCLVRLLTKDPEWLNAKMKFFLPNTDLDSRNETLDPEQRVILQLNKLHVQGSDTWQSFIHCVCMQLEVPLDLEVLLLSTFGYDDGFTSQLGAEGKSQPESQLHHGLKRPHQSCGSSPRRKQCKKQQLELAKKYLQLLRTSAQQRYRSQIPGSGQPHAFHQVYVPPILRRATASLDTPEGAIMGDVKVEDGADVSISDLFNTRVNKGPRVTVLLGKAGMGKTTLAHRLCQKWAEGHLNCFQALFLFEFRQLNLITRFLTPSELLFDLYLSPESDHDTVFQYLEKNAD.... Result: 0 (no interaction). (6) The miRNA is hsa-miR-5582-3p with sequence UAAAACUUUAAGUGUGCCUAGG. The protein sequence of the target gene is MNKLYIGNLSENAAPSDLESIFKDAKIPVSGPFLVKTGYAFVDCPDESWALKAIEALSGKIELHGKPIEVEHSVPKRQRIRKLQIRNIPPHLQWEVLDSLLVQYGVVESCEQVNTDSETAVVNVTYSSKDQARQALDKLNGFQLENFTLKVAYIPDEMAAQQNPLQQPRGRRGLGQRGSSRQGSPGSVSKQKPCDLPLRLLVPTQFVGAIIGKEGATIRNITKQTQSKIDVHRKENAGAAEKSITILSTPEGTSAACKSILEIMHKEAQDIKFTEEIPLKILAHNNFVGRLIGKEGRNLK.... Result: 1 (interaction). (7) The miRNA is mmu-miR-547-3p with sequence CUUGGUACAUCUUUGAGUGAG. The protein sequence of the target gene is MSRNDKEPFFVKFLKSSDNSKCFFKALESIKEFQSEEYLQIITEEEALKIKENDRSLYICDPFSGVVFDHLKKLGCRIVGPQVVIFCMHHQRCVPRAEHPVYNMVMSDVTISCTSLEKEKREEVHKYVQMMGGRVYRDLNVSVTHLIAGEVGSKKYLVAANLKKPILLPSWIKTLWEKSQEKKITRYTDINMEDFKCPIFLGCIICVTGLCGLDRKEVQQLTVKHGGQYMGQLKMNECTHLIVQEPKGQKYECAKRWNVHCVTTQWFFDSIEKGFCQDESIYKTEPRPEAKTMPNSSTPT.... Result: 0 (no interaction).